From a dataset of Full USPTO retrosynthesis dataset with 1.9M reactions from patents (1976-2016). Predict the reactants needed to synthesize the given product. Given the product [NH2:34][C:30]1[N:31]=[CH:32][N:33]=[C:28]([NH:1][C@H:2]([C:4]2[N:5]([C:21]3[CH:22]=[CH:23][CH:24]=[CH:25][CH:26]=3)[C:6](=[O:20])[C:7]3[C:12]([CH:13]=2)=[CH:11][CH:10]=[CH:9][C:8]=3[C:14]2[CH:15]=[N:16][N:17]([CH3:19])[CH:18]=2)[CH3:3])[C:29]=1[C:35]1[O:39][N:38]=[C:37]([CH3:40])[N:36]=1, predict the reactants needed to synthesize it. The reactants are: [NH2:1][C@H:2]([C:4]1[N:5]([C:21]2[CH:26]=[CH:25][CH:24]=[CH:23][CH:22]=2)[C:6](=[O:20])[C:7]2[C:12]([CH:13]=1)=[CH:11][CH:10]=[CH:9][C:8]=2[C:14]1[CH:15]=[N:16][N:17]([CH3:19])[CH:18]=1)[CH3:3].Cl[C:28]1[N:33]=[CH:32][N:31]=[C:30]([NH2:34])[C:29]=1[C:35]1[O:39][N:38]=[C:37]([CH3:40])[N:36]=1.O.